From a dataset of Peptide-MHC class II binding affinity with 134,281 pairs from IEDB. Regression. Given a peptide amino acid sequence and an MHC pseudo amino acid sequence, predict their binding affinity value. This is MHC class II binding data. The peptide sequence is SQDLELSWILNGLQAY. The MHC is DRB1_0802 with pseudo-sequence DRB1_0802. The binding affinity (normalized) is 0.483.